This data is from Peptide-MHC class II binding affinity with 134,281 pairs from IEDB. The task is: Regression. Given a peptide amino acid sequence and an MHC pseudo amino acid sequence, predict their binding affinity value. This is MHC class II binding data. (1) The peptide sequence is LYKLHGGHVSCRVKL. The MHC is DRB1_0101 with pseudo-sequence DRB1_0101. The binding affinity (normalized) is 0.483. (2) The peptide sequence is PSLYGRYNCKCCWFA. The MHC is DRB1_0101 with pseudo-sequence DRB1_0101. The binding affinity (normalized) is 0.208. (3) The peptide sequence is VATLSEALRIIAGTLEVHAV. The MHC is DRB3_0202 with pseudo-sequence DRB3_0202. The binding affinity (normalized) is 0.236. (4) The peptide sequence is GELQIVNKIDAAFKI. The MHC is DRB5_0101 with pseudo-sequence DRB5_0101. The binding affinity (normalized) is 0.779. (5) The peptide sequence is AFILQGDNLFPKV. The MHC is DRB1_0401 with pseudo-sequence DRB1_0401. The binding affinity (normalized) is 0.736. (6) The peptide sequence is ADYLRMWIQAATVMS. The MHC is DRB4_0101 with pseudo-sequence DRB4_0103. The binding affinity (normalized) is 0.206.